From a dataset of Catalyst prediction with 721,799 reactions and 888 catalyst types from USPTO. Predict which catalyst facilitates the given reaction. (1) Reactant: C(O)(C(F)(F)F)=O.[O:8]=[C:9]1[CH:14]=[C:13]([C:15]2[CH:20]=[CH:19][N:18]=[C:17]([NH:21][CH:22]3[CH2:27][CH2:26][O:25][CH2:24][CH2:23]3)[N:16]=2)[CH:12]=[CH:11][N:10]1[CH2:28][C:29]1[N:30](C(OC(C)(C)C)=O)[C:31]2[C:36]([CH:37]=1)=[CH:35][CH:34]=[CH:33][CH:32]=2.C([O-])(O)=O.[Na+].CC#N. Product: [NH:30]1[C:31]2[C:36](=[CH:35][CH:34]=[CH:33][CH:32]=2)[CH:37]=[C:29]1[CH2:28][N:10]1[CH:11]=[CH:12][C:13]([C:15]2[CH:20]=[CH:19][N:18]=[C:17]([NH:21][CH:22]3[CH2:27][CH2:26][O:25][CH2:24][CH2:23]3)[N:16]=2)=[CH:14][C:9]1=[O:8]. The catalyst class is: 4. (2) Reactant: [O-:1][Mn](=O)(=O)=O.[K+].[Cl:7][C:8]1[NH:12][N:11]=[C:10]([CH3:13])[CH:9]=1.[OH2:14]. Product: [Cl:7][C:8]1[NH:12][N:11]=[C:10]([C:13]([OH:1])=[O:14])[CH:9]=1. The catalyst class is: 107. (3) Reactant: [CH2:1]([O:3][C:4]1[C:5]([CH:10]=O)=[N:6][CH:7]=[CH:8][N:9]=1)[CH3:2].Cl.[NH2:13][OH:14].C(=O)([O-])O.[Na+]. Product: [CH2:1]([O:3][C:4]1[C:5]([CH:10]=[N:13][OH:14])=[N:6][CH:7]=[CH:8][N:9]=1)[CH3:2]. The catalyst class is: 40.